The task is: Predict the reactants needed to synthesize the given product.. This data is from Full USPTO retrosynthesis dataset with 1.9M reactions from patents (1976-2016). (1) Given the product [CH2:67]([O:66][C:64]([CH2:63][C:59]1[CH:58]=[C:57]([CH:62]=[CH:61][CH:60]=1)[O:15][CH2:16][C:17]1[CH:18]=[CH:19][C:20]([CH:23]2[CH2:28][CH2:27][N:26]([C:29]([O:31][CH2:32][C:33]3[CH:34]=[CH:35][CH:36]=[CH:37][CH:38]=3)=[O:30])[CH2:25][CH:24]2[O:39][CH2:40][C:41]2[CH:42]=[CH:43][C:44]3[O:49][CH2:48][CH2:47][N:46]([CH2:50][CH2:51][CH2:52][O:53][CH3:54])[C:45]=3[CH:55]=2)=[CH:21][CH:22]=1)=[O:65])[CH3:68], predict the reactants needed to synthesize it. The reactants are: N(C(OC(C)C)=O)=NC(OC(C)C)=O.[OH:15][CH2:16][C:17]1[CH:22]=[CH:21][C:20]([CH:23]2[CH2:28][CH2:27][N:26]([C:29]([O:31][CH2:32][C:33]3[CH:38]=[CH:37][CH:36]=[CH:35][CH:34]=3)=[O:30])[CH2:25][CH:24]2[O:39][CH2:40][C:41]2[CH:42]=[CH:43][C:44]3[O:49][CH2:48][CH2:47][N:46]([CH2:50][CH2:51][CH2:52][O:53][CH3:54])[C:45]=3[CH:55]=2)=[CH:19][CH:18]=1.O[C:57]1[CH:58]=[C:59]([CH2:63][C:64]([O:66][CH2:67][CH3:68])=[O:65])[CH:60]=[CH:61][CH:62]=1.C1(P(C2C=CC=CC=2)C2C=CC=CC=2)C=CC=CC=1. (2) Given the product [CH3:1][O:2][C:3]([C:5]1[S:6][C:7]([C:32]2[C:33]([NH2:36])=[N:34][CH:35]=[C:30]([Br:29])[CH:31]=2)=[CH:8][C:9]=1[O:10][CH:11]([C:13]1[CH:18]=[CH:17][CH:16]=[CH:15][C:14]=1[Cl:19])[CH3:12])=[O:4], predict the reactants needed to synthesize it. The reactants are: [CH3:1][O:2][C:3]([C:5]1[S:6][C:7](B2OC(C)(C)C(C)(C)O2)=[CH:8][C:9]=1[O:10][CH:11]([C:13]1[CH:18]=[CH:17][CH:16]=[CH:15][C:14]=1[Cl:19])[CH3:12])=[O:4].[Br:29][C:30]1[CH:31]=[C:32](I)[C:33]([NH2:36])=[N:34][CH:35]=1.C([O-])([O-])=O.[K+].[K+]. (3) The reactants are: Br[C:2]1[CH:3]=[C:4]([CH2:14][N:15]2[C:19]([CH3:20])=[CH:18][C:17]([C:21]([O-:23])=[O:22])=[N:16]2)[C:5]2[O:9][C:8]([CH:10]([CH3:12])[CH3:11])=[CH:7][C:6]=2[CH:13]=1. Given the product [CH3:20][C:19]1[N:15]([CH2:14][C:4]2[C:5]3[O:9][C:8]([CH:10]([CH3:12])[CH3:11])=[CH:7][C:6]=3[CH:13]=[CH:2][CH:3]=2)[N:16]=[C:17]([C:21]([OH:23])=[O:22])[CH:18]=1, predict the reactants needed to synthesize it. (4) Given the product [N+:18]([C:21]1[CH:22]=[CH:23][C:24]([N:27]2[CH2:32][CH2:31][N:30]([C:12](=[O:14])[CH2:11][NH:10][C:8]([C:7]3[CH:6]=[C:5]([O:4][C:1](=[O:3])[CH3:2])[CH:17]=[CH:16][CH:15]=3)=[O:9])[CH2:29][CH2:28]2)=[CH:25][CH:26]=1)([O-:20])=[O:19], predict the reactants needed to synthesize it. The reactants are: [C:1]([O:4][C:5]1[CH:6]=[C:7]([CH:15]=[CH:16][CH:17]=1)[C:8]([NH:10][CH2:11][C:12]([OH:14])=O)=[O:9])(=[O:3])[CH3:2].[N+:18]([C:21]1[CH:26]=[CH:25][C:24]([N:27]2[CH2:32][CH2:31][NH:30][CH2:29][CH2:28]2)=[CH:23][CH:22]=1)([O-:20])=[O:19].C1CN([P+](ON2N=NC3C=CC=CC2=3)(N2CCCC2)N2CCCC2)CC1.F[P-](F)(F)(F)(F)F.C(N(C(C)C)C(C)C)C.